Dataset: Forward reaction prediction with 1.9M reactions from USPTO patents (1976-2016). Task: Predict the product of the given reaction. (1) Given the reactants Br[C:2]1[CH:7]=[CH:6][C:5]([C:8]2[CH:13]=[CH:12][C:11]([O:14][CH2:15][CH2:16][CH2:17][CH2:18][CH2:19][CH2:20][O:21][CH2:22][CH:23]3[CH2:26][CH2:25][CH2:24]3)=[CH:10][CH:9]=2)=[CH:4][CH:3]=1.C(=O)([O-])[O-].[Na+].[Na+].[F:33][C:34]1[C:39]([F:40])=[C:38]([O:41][CH2:42][CH2:43][CH2:44][CH2:45][CH2:46][CH2:47][CH2:48][CH3:49])[CH:37]=[CH:36][C:35]=1B(O)O, predict the reaction product. The product is: [CH:23]1([CH2:22][O:21][CH2:20][CH2:19][CH2:18][CH2:17][CH2:16][CH2:15][O:14][C:11]2[CH:12]=[CH:13][C:8]([C:5]3[C:4]([C:35]4[CH:36]=[CH:37][C:38]([O:41][CH2:42][CH2:43][CH2:44][CH2:45][CH2:46][CH2:47][CH2:48][CH3:49])=[C:39]([F:40])[C:34]=4[F:33])=[CH:3][CH:2]=[CH:7][CH:6]=3)=[CH:9][CH:10]=2)[CH2:26][CH2:25][CH2:24]1. (2) Given the reactants C(OC([N:8]1[CH:12]=[C:11]([C:13]2[C:18]([O:19][CH3:20])=[CH:17][C:16]3[O:21][CH2:22][C:23]4[C:27]([C:28](=[O:35])[N:29](C(C)(C)C)[CH3:30])=[N:26][N:25]([C:36]5[CH:40]=[CH:39][S:38][CH:37]=5)[C:24]=4[C:15]=3[CH:14]=2)[CH:10]=[N:9]1)=O)(C)(C)C.CO.Cl, predict the reaction product. The product is: [CH3:30][NH:29][C:28]([C:27]1[C:23]2[CH2:22][O:21][C:16]3[CH:17]=[C:18]([O:19][CH3:20])[C:13]([C:11]4[CH:12]=[N:8][NH:9][CH:10]=4)=[CH:14][C:15]=3[C:24]=2[N:25]([C:36]2[CH:40]=[CH:39][S:38][CH:37]=2)[N:26]=1)=[O:35].